From a dataset of Full USPTO retrosynthesis dataset with 1.9M reactions from patents (1976-2016). Predict the reactants needed to synthesize the given product. Given the product [Cl:1][C:2]1[CH:7]=[CH:6][C:5]([C:8]2[N:9]=[C:10]3[N:14]([C:15]=2[CH2:16][OH:17])[CH:13]=[C:12]([CH:18]([CH:20]2[CH2:22][CH2:21]2)[OH:19])[S:11]3)=[CH:4][CH:3]=1, predict the reactants needed to synthesize it. The reactants are: [Cl:1][C:2]1[CH:7]=[CH:6][C:5]([C:8]2[N:9]=[C:10]3[N:14]([C:15]=2[CH2:16][OH:17])[CH:13]=[C:12]([CH:18]=[O:19])[S:11]3)=[CH:4][CH:3]=1.[CH:20]1([Mg]Br)[CH2:22][CH2:21]1.